This data is from NCI-60 drug combinations with 297,098 pairs across 59 cell lines. The task is: Regression. Given two drug SMILES strings and cell line genomic features, predict the synergy score measuring deviation from expected non-interaction effect. (1) Drug 1: C1=CN(C(=O)N=C1N)C2C(C(C(O2)CO)O)O.Cl. Synergy scores: CSS=31.7, Synergy_ZIP=-3.42, Synergy_Bliss=1.90, Synergy_Loewe=-21.2, Synergy_HSA=-0.909. Cell line: OVCAR3. Drug 2: CC1=C(C(CCC1)(C)C)C=CC(=CC=CC(=CC(=O)O)C)C. (2) Drug 1: C1CN(CCN1C(=O)CCBr)C(=O)CCBr. Drug 2: COC1=C2C(=CC3=C1OC=C3)C=CC(=O)O2. Cell line: SK-MEL-5. Synergy scores: CSS=30.3, Synergy_ZIP=-9.52, Synergy_Bliss=-5.30, Synergy_Loewe=-6.66, Synergy_HSA=-3.89. (3) Drug 1: CC12CCC3C(C1CCC2=O)CC(=C)C4=CC(=O)C=CC34C. Drug 2: CC1=C(C(CCC1)(C)C)C=CC(=CC=CC(=CC(=O)O)C)C. Cell line: MCF7. Synergy scores: CSS=24.8, Synergy_ZIP=-5.35, Synergy_Bliss=-5.06, Synergy_Loewe=-6.50, Synergy_HSA=-3.38. (4) Drug 1: CCC(=C(C1=CC=CC=C1)C2=CC=C(C=C2)OCCN(C)C)C3=CC=CC=C3.C(C(=O)O)C(CC(=O)O)(C(=O)O)O. Drug 2: CCCCC(=O)OCC(=O)C1(CC(C2=C(C1)C(=C3C(=C2O)C(=O)C4=C(C3=O)C=CC=C4OC)O)OC5CC(C(C(O5)C)O)NC(=O)C(F)(F)F)O. Cell line: SW-620. Synergy scores: CSS=48.8, Synergy_ZIP=0.447, Synergy_Bliss=1.27, Synergy_Loewe=2.08, Synergy_HSA=2.32. (5) Drug 2: CNC(=O)C1=NC=CC(=C1)OC2=CC=C(C=C2)NC(=O)NC3=CC(=C(C=C3)Cl)C(F)(F)F. Cell line: EKVX. Drug 1: CC1CCC2CC(C(=CC=CC=CC(CC(C(=O)C(C(C(=CC(C(=O)CC(OC(=O)C3CCCCN3C(=O)C(=O)C1(O2)O)C(C)CC4CCC(C(C4)OC)O)C)C)O)OC)C)C)C)OC. Synergy scores: CSS=4.24, Synergy_ZIP=3.44, Synergy_Bliss=-2.68, Synergy_Loewe=-3.25, Synergy_HSA=-0.947. (6) Drug 1: CN(C)N=NC1=C(NC=N1)C(=O)N. Drug 2: C(CN)CNCCSP(=O)(O)O. Cell line: SK-MEL-5. Synergy scores: CSS=7.43, Synergy_ZIP=-0.0425, Synergy_Bliss=4.43, Synergy_Loewe=-4.81, Synergy_HSA=0.244.